From a dataset of Catalyst prediction with 721,799 reactions and 888 catalyst types from USPTO. Predict which catalyst facilitates the given reaction. (1) Reactant: [NH2:1][C:2]1[CH:3]=[C:4]([B:8]2[O:16][C:13]([CH3:15])([CH3:14])[C:10]([CH3:12])([CH3:11])[O:9]2)[CH:5]=[CH:6][CH:7]=1.[Cl-]. Product: [CH3:12][C:10]1([CH3:11])[C:13]([CH3:15])([CH3:14])[O:16][B:8]([C:4]2[CH:3]=[C:2]([NH:1][C:10](=[O:9])[C:13]([CH3:15])=[CH2:14])[CH:7]=[CH:6][CH:5]=2)[O:9]1. The catalyst class is: 4. (2) The catalyst class is: 26. Reactant: [NH2:1][C:2]1[CH:3]=[N:4][C:5]2[C:10]([C:11]=1[NH:12][CH2:13][CH2:14][O:15][CH2:16][CH2:17][NH:18][C:19](=[O:25])[O:20][C:21]([CH3:24])([CH3:23])[CH3:22])=[CH:9][CH:8]=[CH:7][CH:6]=2.[C:26](OC)(OC)(OC)[CH3:27].Cl.[NH+]1C=CC=CC=1. Product: [CH3:26][C:27]1[N:12]([CH2:13][CH2:14][O:15][CH2:16][CH2:17][NH:18][C:19](=[O:25])[O:20][C:21]([CH3:22])([CH3:24])[CH3:23])[C:11]2[C:10]3[CH:9]=[CH:8][CH:7]=[CH:6][C:5]=3[N:4]=[CH:3][C:2]=2[N:1]=1. (3) Reactant: [H-].[Na+].[NH2:3][C:4]1[CH:9]=[C:8]([O:10][C:11]2[CH:12]=[C:13]3[C:17](=[CH:18][CH:19]=2)[NH:16][CH:15]=[CH:14]3)[CH:7]=[CH:6][N:5]=1.[F:20][CH2:21][CH2:22][NH:23][C:24](=O)[O:25]C1C=CC=CC=1.O. Product: [F:20][CH2:21][CH2:22][NH:23][C:24]([N:16]1[C:17]2[C:13](=[CH:12][C:11]([O:10][C:8]3[CH:7]=[CH:6][N:5]=[C:4]([NH2:3])[CH:9]=3)=[CH:19][CH:18]=2)[CH:14]=[CH:15]1)=[O:25]. The catalyst class is: 9.